This data is from Choline transporter screen with 302,306 compounds. The task is: Binary Classification. Given a drug SMILES string, predict its activity (active/inactive) in a high-throughput screening assay against a specified biological target. (1) The compound is S(C1CC(=O)N(C1=O)c1sc(c(c1C(OC)=O)C)C)c1c(cccc1)C(O)=O. The result is 0 (inactive). (2) The molecule is S(=O)(=O)(N1CCN(CC1)CC(O)c1ccccc1)c1c(cccc1)C#N. The result is 0 (inactive).